Dataset: Peptide-MHC class I binding affinity with 185,985 pairs from IEDB/IMGT. Task: Regression. Given a peptide amino acid sequence and an MHC pseudo amino acid sequence, predict their binding affinity value. This is MHC class I binding data. (1) The peptide sequence is AVGSGPFFK. The MHC is HLA-A03:01 with pseudo-sequence HLA-A03:01. The binding affinity (normalized) is 0.623. (2) The peptide sequence is GTDNSVVLSRK. The MHC is HLA-A03:01 with pseudo-sequence HLA-A03:01. The binding affinity (normalized) is 0.384. (3) The peptide sequence is YQYIFLSFF. The MHC is HLA-A01:01 with pseudo-sequence HLA-A01:01. The binding affinity (normalized) is 0.0847. (4) The peptide sequence is YIFRNTINM. The MHC is HLA-B44:02 with pseudo-sequence HLA-B44:02. The binding affinity (normalized) is 0.0847. (5) The peptide sequence is NFFHASLAY. The MHC is HLA-B57:01 with pseudo-sequence HLA-B57:01. The binding affinity (normalized) is 0.0847. (6) The peptide sequence is QTMLFTMLR. The MHC is HLA-A03:01 with pseudo-sequence HLA-A03:01. The binding affinity (normalized) is 0.651. (7) The peptide sequence is VMAASGAPF. The MHC is BoLA-D18.4 with pseudo-sequence BoLA-D18.4. The binding affinity (normalized) is 0.521. (8) The peptide sequence is RVSTGLYRY. The MHC is HLA-A03:01 with pseudo-sequence HLA-A03:01. The binding affinity (normalized) is 0.474. (9) The peptide sequence is ETALAIIRR. The MHC is HLA-A02:06 with pseudo-sequence HLA-A02:06. The binding affinity (normalized) is 0.456. (10) The peptide sequence is SPPIPMSRL. The MHC is HLA-B07:02 with pseudo-sequence HLA-B07:02. The binding affinity (normalized) is 1.00.